From a dataset of Forward reaction prediction with 1.9M reactions from USPTO patents (1976-2016). Predict the product of the given reaction. (1) Given the reactants [NH:1]([C:34]([O:36][CH2:37][C:38]1[CH:43]=[CH:42][CH:41]=[CH:40][CH:39]=1)=[O:35])[C@H:2]([C:6]([N:8]1[CH2:33][CH2:32][CH2:31][C@H:9]1[C:10]([NH:12][C@H:13]([C:17]([N:19]1[CH2:30][CH2:29][CH2:28][C@H:20]1[C:21]([O:23]C(C)(C)C)=[O:22])=[O:18])[CH:14]([CH3:16])[CH3:15])=[O:11])=[O:7])[CH:3]([CH3:5])[CH3:4].FC(F)(F)C(O)=O, predict the reaction product. The product is: [NH:1]([C:34]([O:36][CH2:37][C:38]1[CH:39]=[CH:40][CH:41]=[CH:42][CH:43]=1)=[O:35])[C@H:2]([C:6]([N:8]1[CH2:33][CH2:32][CH2:31][C@H:9]1[C:10]([NH:12][C@H:13]([C:17]([N:19]1[CH2:30][CH2:29][CH2:28][C@H:20]1[C:21]([OH:23])=[O:22])=[O:18])[CH:14]([CH3:16])[CH3:15])=[O:11])=[O:7])[CH:3]([CH3:4])[CH3:5]. (2) Given the reactants [Cl:1][C:2]1[C:7]([C:8]#[N:9])=[C:6]([NH:10][CH2:11][CH2:12][OH:13])[N:5]=[C:4](S(C)(=O)=O)[N:3]=1.[N:18]1[CH:23]=[CH:22][CH:21]=[C:20]([CH2:24][NH2:25])[CH:19]=1.C(N(C(C)C)C(C)C)C, predict the reaction product. The product is: [Cl:1][C:2]1[C:7]([C:8]#[N:9])=[C:6]([NH:10][CH2:11][CH2:12][OH:13])[N:5]=[C:4]([NH:25][CH2:24][C:20]2[CH:19]=[N:18][CH:23]=[CH:22][CH:21]=2)[N:3]=1. (3) Given the reactants Br[C:2]1[CH:11]=[C:10]2[C:5]([CH:6]=[C:7]([NH:12][C:13]([CH:15]3[CH2:17][CH2:16]3)=[O:14])[N:8]=[CH:9]2)=[CH:4][CH:3]=1.[O:18]1CCOCC1.[OH-].[K+], predict the reaction product. The product is: [OH:18][C:2]1[CH:11]=[C:10]2[C:5]([CH:6]=[C:7]([NH:12][C:13]([CH:15]3[CH2:17][CH2:16]3)=[O:14])[N:8]=[CH:9]2)=[CH:4][CH:3]=1.